This data is from NCI-60 drug combinations with 297,098 pairs across 59 cell lines. The task is: Regression. Given two drug SMILES strings and cell line genomic features, predict the synergy score measuring deviation from expected non-interaction effect. (1) Synergy scores: CSS=15.4, Synergy_ZIP=-6.70, Synergy_Bliss=2.41, Synergy_Loewe=-12.2, Synergy_HSA=1.50. Cell line: T-47D. Drug 2: CCC1(C2=C(COC1=O)C(=O)N3CC4=CC5=C(C=CC(=C5CN(C)C)O)N=C4C3=C2)O.Cl. Drug 1: CS(=O)(=O)C1=CC(=C(C=C1)C(=O)NC2=CC(=C(C=C2)Cl)C3=CC=CC=N3)Cl. (2) Drug 1: C1=CC(=CC=C1CCCC(=O)O)N(CCCl)CCCl. Drug 2: CN(CC1=CN=C2C(=N1)C(=NC(=N2)N)N)C3=CC=C(C=C3)C(=O)NC(CCC(=O)O)C(=O)O. Cell line: U251. Synergy scores: CSS=31.2, Synergy_ZIP=-9.31, Synergy_Bliss=-4.05, Synergy_Loewe=-19.0, Synergy_HSA=-1.55. (3) Drug 1: C1=NC(=NC(=O)N1C2C(C(C(O2)CO)O)O)N. Drug 2: CC1C(C(CC(O1)OC2CC(OC(C2O)C)OC3=CC4=CC5=C(C(=O)C(C(C5)C(C(=O)C(C(C)O)O)OC)OC6CC(C(C(O6)C)O)OC7CC(C(C(O7)C)O)OC8CC(C(C(O8)C)O)(C)O)C(=C4C(=C3C)O)O)O)O. Synergy scores: CSS=52.9, Synergy_ZIP=-0.156, Synergy_Bliss=0.0269, Synergy_Loewe=-2.07, Synergy_HSA=0.311. Cell line: UACC62. (4) Drug 2: C1=NC(=NC(=O)N1C2C(C(C(O2)CO)O)O)N. Drug 1: C1=CN(C(=O)N=C1N)C2C(C(C(O2)CO)O)O.Cl. Cell line: U251. Synergy scores: CSS=42.2, Synergy_ZIP=-0.841, Synergy_Bliss=0.971, Synergy_Loewe=-3.56, Synergy_HSA=2.73. (5) Drug 2: C1=CN(C=N1)CC(O)(P(=O)(O)O)P(=O)(O)O. Synergy scores: CSS=15.6, Synergy_ZIP=-6.19, Synergy_Bliss=-5.56, Synergy_Loewe=-24.1, Synergy_HSA=-5.51. Cell line: SF-539. Drug 1: CC1=C2C(C(=O)C3(C(CC4C(C3C(C(C2(C)C)(CC1OC(=O)C(C(C5=CC=CC=C5)NC(=O)OC(C)(C)C)O)O)OC(=O)C6=CC=CC=C6)(CO4)OC(=O)C)O)C)O.